Dataset: Forward reaction prediction with 1.9M reactions from USPTO patents (1976-2016). Task: Predict the product of the given reaction. Given the reactants Cl[C:2]1[N:7]=[N:6][C:5]([C:8]([NH2:10])=[O:9])=[C:4]([NH:11][C:12]2[N:17]=[C:16]([CH3:18])[CH:15]=[C:14]([CH3:19])[N:13]=2)[CH:3]=1.[CH2:20]([NH2:23])[CH2:21][NH2:22], predict the reaction product. The product is: [NH2:22][CH2:21][CH2:20][NH:23][C:2]1[N:7]=[N:6][C:5]([C:8]([NH2:10])=[O:9])=[C:4]([NH:11][C:12]2[N:17]=[C:16]([CH3:18])[CH:15]=[C:14]([CH3:19])[N:13]=2)[CH:3]=1.